This data is from Forward reaction prediction with 1.9M reactions from USPTO patents (1976-2016). The task is: Predict the product of the given reaction. (1) Given the reactants [NH2:1][C:2]1[C:6]([Br:7])=[CH:5][NH:4][N:3]=1.CN(/[CH:11]=[C:12](/[C:17]([F:20])([F:19])[F:18])\[CH:13]=[N+](C)C)C.F[P-](F)(F)(F)(F)F.C(O)(=O)C, predict the reaction product. The product is: [Br:7][C:6]1[CH:5]=[N:4][N:3]2[CH:13]=[C:12]([C:17]([F:20])([F:19])[F:18])[CH:11]=[N:1][C:2]=12. (2) Given the reactants [Cl:1][C:2]1[CH:3]=[CH:4][C:5]([O:35][CH3:36])=[C:6]([CH:34]=1)[CH2:7][CH:8]1[C:14](=[O:15])[N:13]([C:16]([NH:18][CH:19]([CH2:31][CH3:32])[C:20]([NH:22][CH2:23][C:24](OC(C)(C)C)=O)=[O:21])=[O:17])[CH2:12][C:11](=[O:33])[NH:10][CH2:9]1.Cl.C(OC(=O)CN)(C)(C)C.[NH2:47][C:48]1[CH:53]=[CH:52]C=CN=1, predict the reaction product. The product is: [Cl:1][C:2]1[CH:3]=[CH:4][C:5]([O:35][CH3:36])=[C:6]([CH:34]=1)[CH2:7][CH:8]1[C:14](=[O:15])[N:13]([C:16]([NH:18][C@@H:19]([C:20]([NH:22][C:23]2[CH:24]=[CH:52][CH:53]=[CH:48][N:47]=2)=[O:21])[CH2:31][CH3:32])=[O:17])[CH2:12][C:11](=[O:33])[NH:10][CH2:9]1. (3) Given the reactants [CH:1]1([N:7]([CH3:21])[C:8]([N:10]2[CH:14]=[C:13]([C:15]3[CH:16]=[N:17][CH:18]=[CH:19][CH:20]=3)[N:12]=[CH:11]2)=[O:9])[CH2:6][CH2:5][CH2:4][CH2:3][CH2:2]1.ClC1C=C(C=CC=1)C(OO)=[O:27], predict the reaction product. The product is: [CH:1]1([N:7]([CH3:21])[C:8]([N:10]2[CH:14]=[C:13]([C:15]3[CH:16]=[N+:17]([O-:27])[CH:18]=[CH:19][CH:20]=3)[N:12]=[CH:11]2)=[O:9])[CH2:2][CH2:3][CH2:4][CH2:5][CH2:6]1.